From a dataset of Full USPTO retrosynthesis dataset with 1.9M reactions from patents (1976-2016). Predict the reactants needed to synthesize the given product. (1) Given the product [Cl:1][C:2]1[CH:24]=[CH:23][C:5]([CH2:6][N:7]2[C:41](=[O:42])[C:38]([CH3:40])([CH3:37])[NH:39]/[C:8]/2=[N:10]/[C:11](=[O:12])[C:13]2[C:18]([C:19]([F:22])([F:21])[F:20])=[CH:17][CH:16]=[N:15][CH:14]=2)=[CH:4][CH:3]=1, predict the reactants needed to synthesize it. The reactants are: [Cl:1][C:2]1[CH:24]=[CH:23][C:5]([CH2:6][NH:7][C:8]([NH:10][C:11]([C:13]2[CH:14]=[N:15][CH:16]=[CH:17][C:18]=2[C:19]([F:22])([F:21])[F:20])=[O:12])=S)=[CH:4][CH:3]=1.Cl.C(N=C=NCCCN(C)C)C.[CH3:37][C:38]([C:41](OCC1C=CC=CC=1)=[O:42])([CH3:40])[NH2:39].C(OCC)(=O)C. (2) Given the product [CH2:1]([O:3][C:4]([C:5]1[C:10]2[N:11]=[C:18]([C:17]3[CH:20]=[CH:21][CH:22]=[CH:23][C:16]=3[C:15]([F:14])([F:24])[F:25])[NH:12][C:9]=2[CH:8]=[N:7][CH:6]=1)=[O:13])[CH3:2], predict the reactants needed to synthesize it. The reactants are: [CH2:1]([O:3][C:4](=[O:13])[C:5]1[C:10]([NH2:11])=[C:9]([NH2:12])[CH:8]=[N:7][CH:6]=1)[CH3:2].[F:14][C:15]([F:25])([F:24])[C:16]1[CH:23]=[CH:22][CH:21]=[CH:20][C:17]=1[CH:18]=O.S(S([O-])=O)([O-])(=O)=O.[Na+].[Na+].O. (3) Given the product [Cl:21][C:22]1[N:23]=[C:24]([Cl:29])[N:25]=[C:26]([NH:1][C:4]2[N:5]=[CH:6][N:7]([CH2:9][CH2:10][C:11]3[CH:16]=[CH:15][CH:14]=[CH:13][CH:12]=3)[CH:8]=2)[N:27]=1, predict the reactants needed to synthesize it. The reactants are: [N+:1]([C:4]1[N:5]=[CH:6][N:7]([CH2:9][CH2:10][C:11]2[CH:16]=[CH:15][CH:14]=[CH:13][CH:12]=2)[CH:8]=1)([O-])=O.[Cl-].[NH4+].CO.[Cl:21][C:22]1[N:27]=[C:26](Cl)[N:25]=[C:24]([Cl:29])[N:23]=1. (4) Given the product [Cl-:46].[Cl:46][C:38]1[CH:39]=[CH:40][C:41]([C:42](=[O:43])[CH2:6][NH+:8]2[CH2:13][CH2:12][CH:11]([N:14]3[C:18]4[CH:19]=[C:20]([F:27])[C:21]([C:23]([O:25][CH3:26])=[O:24])=[CH:22][C:17]=4[NH:16][C:15]3=[O:28])[CH2:10][CH2:9]2)=[CH:36][CH:37]=1, predict the reactants needed to synthesize it. The reactants are: C(O[C:6]([N:8]1[CH2:13][CH2:12][CH:11]([N:14]2[C:18]3[CH:19]=[C:20]([F:27])[C:21]([C:23]([O:25][CH3:26])=[O:24])=[CH:22][C:17]=3[NH:16][C:15]2=[O:28])[CH2:10][CH2:9]1)=O)(C)(C)C.C(N(CC)CC)C.[CH:36]1[C:41]([C:42](CBr)=[O:43])=[CH:40][CH:39]=[C:38]([Cl:46])[CH:37]=1. (5) Given the product [Cl:1][C:2]1[CH:7]=[CH:6][C:5]([C:8](=[O:22])[C:18]2[CH:17]=[CH:16][C:13]([O:14][CH3:15])=[C:12]([O:20][CH3:21])[CH:19]=2)=[CH:4][CH:3]=1, predict the reactants needed to synthesize it. The reactants are: [Cl:1][C:2]1[CH:7]=[CH:6][C:5]([C:8](Cl)(Cl)Cl)=[CH:4][CH:3]=1.[C:12]1([O:20][CH3:21])[C:13](=[CH:16][CH:17]=[CH:18][CH:19]=1)[O:14][CH3:15].[OH2:22]. (6) Given the product [N+:51]([C:54]1[CH:66]=[CH:65][CH:64]=[CH:63][C:55]=1[O:56][CH:57]1[CH2:62][CH2:61][N:60]([C:16](=[O:18])[CH2:15][NH:14][C:12]([C:9]2[CH:8]=[C:7]([C:1]3[CH:2]=[CH:3][CH:4]=[CH:5][CH:6]=3)[NH:11][N:10]=2)=[O:13])[CH2:59][CH2:58]1)([O-:53])=[O:52], predict the reactants needed to synthesize it. The reactants are: [C:1]1([C:7]2[NH:11][N:10]=[C:9]([C:12]([NH:14][CH2:15][C:16]([OH:18])=O)=[O:13])[CH:8]=2)[CH:6]=[CH:5][CH:4]=[CH:3][CH:2]=1.CCN(C(C)C)C(C)C.C1C=CC2N(O)N=NC=2C=1.CCN=C=NCCCN(C)C.Cl.Cl.[N+:51]([C:54]1[CH:66]=[CH:65][CH:64]=[CH:63][C:55]=1[O:56][CH:57]1[CH2:62][CH2:61][NH:60][CH2:59][CH2:58]1)([O-:53])=[O:52]. (7) Given the product [CH3:35][O:34][C:32](=[O:33])[NH:2][CH:3]1[CH2:4][C:5](=[O:23])[N:6]([C:8]2[CH:9]=[CH:10][C:11]([O:14][CH2:15][C:16]3[CH:21]=[CH:20][CH:19]=[C:18]([F:22])[CH:17]=3)=[CH:12][CH:13]=2)[CH2:7]1, predict the reactants needed to synthesize it. The reactants are: Cl.[NH2:2][CH:3]1[CH2:7][N:6]([C:8]2[CH:13]=[CH:12][C:11]([O:14][CH2:15][C:16]3[CH:21]=[CH:20][CH:19]=[C:18]([F:22])[CH:17]=3)=[CH:10][CH:9]=2)[C:5](=[O:23])[CH2:4]1.C(N(CC)CC)C.Cl[C:32]([O:34][CH3:35])=[O:33].O. (8) Given the product [CH3:32][O:31][C:29]([O:1][CH:2]1[C:7]([C:8]2[C:13]([O:14][CH3:15])=[CH:12][C:11]([O:16][CH3:17])=[CH:10][C:9]=2[O:18][CH3:19])=[CH:6][CH2:5][N:4]([CH3:20])[CH2:3]1)=[O:30], predict the reactants needed to synthesize it. The reactants are: [OH:1][CH:2]1[C:7]([C:8]2[C:13]([O:14][CH3:15])=[CH:12][C:11]([O:16][CH3:17])=[CH:10][C:9]=2[O:18][CH3:19])=[CH:6][CH2:5][N:4]([CH3:20])[CH2:3]1.C(N(CC)CC)C.Cl[C:29]([O:31][CH3:32])=[O:30].O. (9) Given the product [N:39]1[C:2]2[C:3](=[CH:4][C:5]([NH:8][C:9]([NH:11][C:12]3[CH:27]=[CH:26][C:15]([O:16][C:17]4[CH:22]=[CH:21][N:20]=[C:19]([C:23](=[S:25])[NH2:24])[CH:18]=4)=[CH:14][CH:13]=3)=[O:10])=[CH:6][CH:7]=2)[CH:28]=[CH:35][CH:36]=1, predict the reactants needed to synthesize it. The reactants are: Cl[C:2]1[CH:7]=[CH:6][C:5]([NH:8][C:9]([NH:11][C:12]2[CH:27]=[CH:26][C:15]([O:16][C:17]3[CH:22]=[CH:21][N:20]=[C:19]([C:23](=[S:25])[NH2:24])[CH:18]=3)=[CH:14][CH:13]=2)=[O:10])=[CH:4][C:3]=1[C:28](F)(F)F.ClC1C=C[C:36]([NH:39]C(NC2C=CC(OC3C=CN=C(C#N)C=3)=CC=2)=O)=[CH:35]C=1C(F)(F)F.CCOC(C)=O.[NH4+].[OH-]. (10) Given the product [CH2:1]([O:8][C:9]([N:11]1[CH2:16][CH2:15][CH:14]([C:17]([C:18]2[CH:19]=[CH:20][C:21]([C@@H:24]([NH:26][C:27]([O:29][C:30]([CH3:33])([CH3:32])[CH3:31])=[O:28])[CH3:25])=[CH:22][CH:23]=2)([OH:34])[CH3:35])[CH2:13][CH2:12]1)=[O:10])[C:2]1[CH:7]=[CH:6][CH:5]=[CH:4][CH:3]=1, predict the reactants needed to synthesize it. The reactants are: [CH2:1]([O:8][C:9]([N:11]1[CH2:16][CH2:15][CH:14]([C:17](=[O:34])[C:18]2[CH:23]=[CH:22][C:21]([C@@H:24]([NH:26][C:27]([O:29][C:30]([CH3:33])([CH3:32])[CH3:31])=[O:28])[CH3:25])=[CH:20][CH:19]=2)[CH2:13][CH2:12]1)=[O:10])[C:2]1[CH:7]=[CH:6][CH:5]=[CH:4][CH:3]=1.[CH3:35][Mg]Cl.[Cl-].[NH4+].